Dataset: Cav3 T-type calcium channel HTS with 100,875 compounds. Task: Binary Classification. Given a drug SMILES string, predict its activity (active/inactive) in a high-throughput screening assay against a specified biological target. (1) The compound is S(=O)(=O)(N1CCCCCC1)c1ccc(NC(=O)CSC=2SCCN2)cc1. The result is 1 (active). (2) The molecule is S(CC(=O)c1c(n(c(c1)C)CCOC)C)c1n2c(nn1)cccc2. The result is 0 (inactive).